Task: Predict the product of the given reaction.. Dataset: Forward reaction prediction with 1.9M reactions from USPTO patents (1976-2016) (1) The product is: [C:1]([C:5]1[CH:6]=[CH:7][C:8]([O:11][CH2:16][C:15]#[CH:14])=[CH:9][CH:10]=1)([CH3:4])([CH3:2])[CH3:3]. Given the reactants [C:1]([C:5]1[CH:10]=[CH:9][C:8]([OH:11])=[CH:7][CH:6]=1)([CH3:4])([CH3:3])[CH3:2].[H-].[Na+].[CH2:14](Br)[C:15]#[CH:16], predict the reaction product. (2) Given the reactants [CH3:1][S:2][C:3]1[NH:7][N:6]=[C:5]([C:8]2[N:12](COCC[Si](C)(C)C)[C:11]3[CH:21]=[CH:22][C:23]([C:25]([F:28])([F:27])[F:26])=[CH:24][C:10]=3[N:9]=2)[CH:4]=1.CSC1NN=C(N2C3C=CC(C(F)(F)F)=CC=3N=C2)C=1, predict the reaction product. The product is: [CH3:1][S:2][C:3]1[NH:7][N:6]=[C:5]([C:8]2[NH:12][C:11]3[CH:21]=[CH:22][C:23]([C:25]([F:28])([F:26])[F:27])=[CH:24][C:10]=3[N:9]=2)[CH:4]=1. (3) Given the reactants I[C:2]1[CH:3]=[CH:4][C:5]([NH:12][CH3:13])=[C:6]([CH:11]=1)[C:7]([O:9][CH3:10])=[O:8].[CH3:14][C:15]1([CH3:31])[C:19]([CH3:21])([CH3:20])[O:18][B:17]([B:17]2[O:18][C:19]([CH3:21])([CH3:20])[C:15]([CH3:31])([CH3:14])[O:16]2)[O:16]1.C([O-])(=O)C.[K+].C(Cl)Cl, predict the reaction product. The product is: [CH3:13][NH:12][C:5]1[CH:4]=[CH:3][C:2]([B:17]2[O:18][C:19]([CH3:21])([CH3:20])[C:15]([CH3:31])([CH3:14])[O:16]2)=[CH:11][C:6]=1[C:7]([O:9][CH3:10])=[O:8]. (4) Given the reactants [NH2:1][OH:2].[C:3]([O:7][C:8](=[O:16])[N:9]([CH2:12][CH2:13][C:14]#[N:15])[CH2:10][CH3:11])([CH3:6])([CH3:5])[CH3:4], predict the reaction product. The product is: [C:3]([O:7][C:8](=[O:16])[N:9]([CH2:12][CH2:13][C:14]([NH2:15])=[N:1][OH:2])[CH2:10][CH3:11])([CH3:4])([CH3:5])[CH3:6]. (5) Given the reactants Br[C:2]1[S:3][C:4]2[CH:10]=[C:9]([CH2:11][N:12]3[C:16]4[CH:17]=[C:18]([O:23][CH3:24])[C:19]([O:21][CH3:22])=[CH:20][C:15]=4[N:14]=[CH:13]3)[CH:8]=[CH:7][C:5]=2[N:6]=1.[CH:25]1([CH2:31][NH2:32])[CH2:30][CH2:29][CH2:28][CH2:27][CH2:26]1.CCN(C(C)C)C(C)C, predict the reaction product. The product is: [CH:25]1([CH2:31][NH:32][C:2]2[S:3][C:4]3[CH:10]=[C:9]([CH2:11][N:12]4[C:16]5[CH:17]=[C:18]([O:23][CH3:24])[C:19]([O:21][CH3:22])=[CH:20][C:15]=5[N:14]=[CH:13]4)[CH:8]=[CH:7][C:5]=3[N:6]=2)[CH2:30][CH2:29][CH2:28][CH2:27][CH2:26]1. (6) Given the reactants [OH:1][C:2]1[CH:7]=[CH:6][C:5]([CH:8]2[CH2:16][CH2:15][CH2:14][CH:13]3[N:9]2[CH2:10][CH2:11][CH2:12]3)=[CH:4][CH:3]=1.Cl.Cl[CH2:19][CH2:20][N:21]1[CH2:26][CH2:25][CH2:24][CH2:23][CH2:22]1.C(=O)([O-])[O-].[K+].[K+], predict the reaction product. The product is: [N:21]1([CH2:20][CH2:19][O:1][C:2]2[CH:3]=[CH:4][C:5]([CH:8]3[CH2:16][CH2:15][CH2:14][CH:13]4[N:9]3[CH2:10][CH2:11][CH2:12]4)=[CH:6][CH:7]=2)[CH2:26][CH2:25][CH2:24][CH2:23][CH2:22]1. (7) Given the reactants [CH:1]1[CH:5]=[C:4]([CH:6]=[O:7])[O:3][C:2]=1[CH2:8][OH:9].[O:10]=O, predict the reaction product. The product is: [CH:8]([C:2]1[O:3][C:4]([C:6]([OH:10])=[O:7])=[CH:5][CH:1]=1)=[O:9].